Dataset: NCI-60 drug combinations with 297,098 pairs across 59 cell lines. Task: Regression. Given two drug SMILES strings and cell line genomic features, predict the synergy score measuring deviation from expected non-interaction effect. (1) Drug 1: CCC1(CC2CC(C3=C(CCN(C2)C1)C4=CC=CC=C4N3)(C5=C(C=C6C(=C5)C78CCN9C7C(C=CC9)(C(C(C8N6C)(C(=O)OC)O)OC(=O)C)CC)OC)C(=O)OC)O.OS(=O)(=O)O. Drug 2: CC1=C(C=C(C=C1)C(=O)NC2=CC(=CC(=C2)C(F)(F)F)N3C=C(N=C3)C)NC4=NC=CC(=N4)C5=CN=CC=C5. Cell line: K-562. Synergy scores: CSS=20.4, Synergy_ZIP=-1.28, Synergy_Bliss=-4.98, Synergy_Loewe=-5.84, Synergy_HSA=-6.37. (2) Drug 1: CC1=C2C(C(=O)C3(C(CC4C(C3C(C(C2(C)C)(CC1OC(=O)C(C(C5=CC=CC=C5)NC(=O)C6=CC=CC=C6)O)O)OC(=O)C7=CC=CC=C7)(CO4)OC(=O)C)O)C)OC(=O)C. Drug 2: CC1=C2C(C(=O)C3(C(CC4C(C3C(C(C2(C)C)(CC1OC(=O)C(C(C5=CC=CC=C5)NC(=O)OC(C)(C)C)O)O)OC(=O)C6=CC=CC=C6)(CO4)OC(=O)C)O)C)O. Cell line: DU-145. Synergy scores: CSS=16.7, Synergy_ZIP=3.52, Synergy_Bliss=2.51, Synergy_Loewe=3.73, Synergy_HSA=1.26. (3) Drug 1: C1=CC(=CC=C1C#N)C(C2=CC=C(C=C2)C#N)N3C=NC=N3. Drug 2: C1C(C(OC1N2C=C(C(=O)NC2=O)F)CO)O. Cell line: RPMI-8226. Synergy scores: CSS=32.0, Synergy_ZIP=-0.313, Synergy_Bliss=-0.168, Synergy_Loewe=-2.63, Synergy_HSA=2.05. (4) Drug 1: CCCCCOC(=O)NC1=NC(=O)N(C=C1F)C2C(C(C(O2)C)O)O. Drug 2: CC1CCC2CC(C(=CC=CC=CC(CC(C(=O)C(C(C(=CC(C(=O)CC(OC(=O)C3CCCCN3C(=O)C(=O)C1(O2)O)C(C)CC4CCC(C(C4)OC)O)C)C)O)OC)C)C)C)OC. Cell line: NCI-H522. Synergy scores: CSS=-3.98, Synergy_ZIP=2.49, Synergy_Bliss=-0.252, Synergy_Loewe=-4.28, Synergy_HSA=-4.26. (5) Drug 1: CN(C)N=NC1=C(NC=N1)C(=O)N. Drug 2: C1=C(C(=O)NC(=O)N1)F. Cell line: OVCAR-8. Synergy scores: CSS=40.2, Synergy_ZIP=5.82, Synergy_Bliss=6.48, Synergy_Loewe=-3.34, Synergy_HSA=5.35. (6) Drug 1: CN(CC1=CN=C2C(=N1)C(=NC(=N2)N)N)C3=CC=C(C=C3)C(=O)NC(CCC(=O)O)C(=O)O. Drug 2: CC1CCCC2(C(O2)CC(NC(=O)CC(C(C(=O)C(C1O)C)(C)C)O)C(=CC3=CSC(=N3)C)C)C. Cell line: MALME-3M. Synergy scores: CSS=31.3, Synergy_ZIP=-2.98, Synergy_Bliss=-5.45, Synergy_Loewe=-12.5, Synergy_HSA=-3.25. (7) Drug 1: CC1OCC2C(O1)C(C(C(O2)OC3C4COC(=O)C4C(C5=CC6=C(C=C35)OCO6)C7=CC(=C(C(=C7)OC)O)OC)O)O. Drug 2: C1=CN(C(=O)N=C1N)C2C(C(C(O2)CO)O)O.Cl. Cell line: SR. Synergy scores: CSS=56.6, Synergy_ZIP=-4.39, Synergy_Bliss=-4.74, Synergy_Loewe=-10.1, Synergy_HSA=-3.03.